From a dataset of Reaction yield outcomes from USPTO patents with 853,638 reactions. Predict the reaction yield, written as a fraction of the theoretical maximum amount of product (1.0 means a 100% yield; for example, 0.34 means a 34% yield). The reactants are [F:1][C:2]1[CH:3]=[C:4]([C:11]2[CH:12]=[N:13][N:14]([CH3:16])[CH:15]=2)[CH:5]=[C:6]2[C:10]=1[NH:9][CH2:8][CH2:7]2.Br[C:18]1[C:22]2[CH2:23][N:24]([C:27](=[O:29])[CH3:28])[CH2:25][CH2:26][C:21]=2[N:20]([CH3:30])[N:19]=1.COC(C)(C)C.C1(P(C2CCCCC2)C2C=CC=CC=2C2C(OC(C)C)=CC=CC=2OC(C)C)CCCCC1.C(O[Na])(C)(C)C. The catalyst is O1CCOCC1. The product is [F:1][C:2]1[CH:3]=[C:4]([C:11]2[CH:12]=[N:13][N:14]([CH3:16])[CH:15]=2)[CH:5]=[C:6]2[C:10]=1[N:9]([C:18]1[C:22]3[CH2:23][N:24]([C:27](=[O:29])[CH3:28])[CH2:25][CH2:26][C:21]=3[N:20]([CH3:30])[N:19]=1)[CH2:8][CH2:7]2. The yield is 0.0700.